Dataset: Full USPTO retrosynthesis dataset with 1.9M reactions from patents (1976-2016). Task: Predict the reactants needed to synthesize the given product. (1) Given the product [CH2:26]([O:16][CH:15]([O:35][CH2:17][CH2:18][CH2:19][CH2:20][CH2:21][CH2:22][CH2:23][CH2:24]/[CH:25]=[CH:26]\[CH2:27]/[CH:28]=[CH:29]\[CH2:30][CH2:31][CH2:32][CH2:33][CH3:34])[C:12]1([N:3]2[C:4](=[O:11])[C:5]3[C:10](=[CH:9][CH:8]=[CH:7][CH:6]=3)[C:2]2=[O:1])[CH2:13][CH2:14]1)[CH2:25][CH2:24][CH2:23][CH2:22][CH2:21][CH2:20][CH2:19]/[CH:18]=[CH:17]\[CH2:37]/[CH:39]=[CH:40]\[CH2:41][CH2:42][CH2:36][CH2:43][CH3:45], predict the reactants needed to synthesize it. The reactants are: [O:1]=[C:2]1[C:10]2[C:5](=[CH:6][CH:7]=[CH:8][CH:9]=2)[C:4](=[O:11])[N:3]1[C:12]1([CH:15]=[O:16])[CH2:14][CH2:13]1.[CH2:17]([OH:35])[CH2:18][CH2:19][CH2:20][CH2:21][CH2:22][CH2:23][CH2:24]/[CH:25]=[CH:26]\[CH2:27]/[CH:28]=[CH:29]\[CH2:30][CH2:31][CH2:32][CH2:33][CH3:34].[C:36]12(CS(O)(=O)=O)[C:43]([CH3:45])(C)[CH:40]([CH2:41][CH2:42]1)[CH2:39][C:37]2=O. (2) Given the product [OH:9][C:10]([C:13]([OH:16])([CH3:15])[CH3:14])([CH3:12])[CH3:11].[Cl:3][CH:1]([B:20]([O-:22])[O-:21])[CH2:11][CH:10]([CH3:13])[CH3:12], predict the reactants needed to synthesize it. The reactants are: [CH2:1]([Cl:3])Cl.[Li]CCCC.[OH:9][C:10]([C:13]([OH:16])([CH3:15])[CH3:14])([CH3:12])[CH3:11].CC(C)C[B:20]([O-:22])[O-:21]. (3) The reactants are: [I:1][C:2]1[N:3]=[CH:4][NH:5][CH:6]=1.C([O-])([O-])=O.[Cs+].[Cs+].[CH3:13][C:14]1([CH3:17])[CH2:16][O:15]1. Given the product [I:1][C:2]1[N:3]=[CH:4][N:5]([CH2:13][C:14]([CH3:17])([OH:15])[CH3:16])[CH:6]=1, predict the reactants needed to synthesize it. (4) Given the product [NH2:6][C:3]1[N:4]=[CH:5][N:1]([CH2:26][O:25][CH2:24][CH2:23][Si:20]([CH3:22])([CH3:21])[CH3:19])[N:2]=1, predict the reactants needed to synthesize it. The reactants are: [N:1]1[N:2]=[C:3]([N:6]2C(=O)C3C(=CC=CC=3)C2=O)[NH:4][CH:5]=1.[H-].[Na+].[CH3:19][Si:20]([CH2:23][CH2:24][O:25][CH2:26]Cl)([CH3:22])[CH3:21].Cl.O.NN. (5) Given the product [N:42]([CH2:16][C:13]1[N:11]2[N:12]=[C:7]([C:1]3[CH:6]=[CH:5][CH:4]=[CH:3][CH:2]=3)[CH:8]=[N:9][C:10]2=[N:15][N:14]=1)=[N+:34]=[N-:35], predict the reactants needed to synthesize it. The reactants are: [C:1]1([C:7]2[CH:8]=[N:9][C:10]3[N:11]([C:13]([CH2:16]O)=[N:14][N:15]=3)[N:12]=2)[CH:6]=[CH:5][CH:4]=[CH:3][CH:2]=1.Cl.C(N1C=C(C2C=CC3N(C(CN)=[N:34][N:35]=3)N=2)C=N1)(C)C.C1CCN2C(=[N:42]CCC2)CC1.C1(C)C=CC=CC=1. (6) Given the product [CH2:1]([C:8]1[O:12][C:11]([NH:13][C:14]2[CH:15]=[CH:16][CH:17]=[C:18]3[C:23]=2[CH2:22][C:21](=[O:24])[CH2:20][CH2:19]3)=[N:10][CH:9]=1)[C:2]1[CH:3]=[CH:4][CH:5]=[CH:6][CH:7]=1, predict the reactants needed to synthesize it. The reactants are: [CH2:1]([C:8]1[O:12][C:11]([NH:13][C:14]2[C:23]3[CH2:22][C:21]([O:24]CC)=[CH:20][CH2:19][C:18]=3[CH:17]=[CH:16][CH:15]=2)=[N:10][CH:9]=1)[C:2]1[CH:7]=[CH:6][CH:5]=[CH:4][CH:3]=1.C(OC1CC2C(NC3OC(C4C=CC(C(F)(F)F)=CC=4)=CN=3)=CC=CC=2CC=1)C.